This data is from Catalyst prediction with 721,799 reactions and 888 catalyst types from USPTO. The task is: Predict which catalyst facilitates the given reaction. Reactant: [Cl:1][C:2]1[CH:7]=[CH:6][C:5]([C:8]2[CH:13]=[CH:12][C:11]([NH:14][C:15](=[O:26])/[CH:16]=[CH:17]/[C:18]3[CH:23]=[CH:22][C:21]([CH2:24]Cl)=[CH:20][CH:19]=3)=[CH:10][CH:9]=2)=[CH:4][CH:3]=1.CO[CH2:29][CH2:30][NH:31]C.[C:33](=O)([O-])[O-].[K+].[K+]. The catalyst class is: 21. Product: [Cl:1][C:2]1[CH:7]=[CH:6][C:5]([C:8]2[CH:9]=[CH:10][C:11]([NH:14][C:15](=[O:26])/[CH:16]=[CH:17]/[C:18]3[CH:19]=[CH:20][C:21]([CH2:24][NH:31][CH:30]4[CH2:33][CH2:29]4)=[CH:22][CH:23]=3)=[CH:12][CH:13]=2)=[CH:4][CH:3]=1.